Dataset: Reaction yield outcomes from USPTO patents with 853,638 reactions. Task: Predict the reaction yield, written as a fraction of the theoretical maximum amount of product (1.0 means a 100% yield; for example, 0.34 means a 34% yield). (1) The yield is 0.950. The product is [O:1]1[C:5]2([CH2:10][CH2:9][CH:8]([OH:11])[CH2:7][CH2:6]2)[O:4][CH2:3][CH2:2]1. The reactants are [O:1]1[C:5]2([CH2:10][CH2:9][C:8](=[O:11])[CH2:7][CH2:6]2)[O:4][CH2:3][CH2:2]1.[BH4-].[Na+]. The catalyst is CO. (2) The reactants are Cl[C:2]1[N:7]=[C:6]([NH:8][C@@H:9]2[C@@H:14]3[CH2:15][C@@H:11]([CH:12]=[CH:13]3)[C@@H:10]2[C:16]([NH2:18])=[O:17])[C:5]([Cl:19])=[CH:4][N:3]=1.[NH2:20][C:21]1[C:36]([O:37][CH3:38])=[CH:35][C:24]2[CH2:25][CH2:26][N:27]([CH2:30][C:31]([CH3:34])([OH:33])[CH3:32])[CH2:28][CH2:29][C:23]=2[CH:22]=1. No catalyst specified. The product is [Cl:19][C:5]1[C:6]([NH:8][C@@H:9]2[C@@H:14]3[CH2:15][C@@H:11]([CH:12]=[CH:13]3)[C@@H:10]2[C:16]([NH2:18])=[O:17])=[N:7][C:2]([NH:20][C:21]2[C:36]([O:37][CH3:38])=[CH:35][C:24]3[CH2:25][CH2:26][N:27]([CH2:30][C:31]([OH:33])([CH3:34])[CH3:32])[CH2:28][CH2:29][C:23]=3[CH:22]=2)=[N:3][CH:4]=1. The yield is 0.640.